From a dataset of HIV replication inhibition screening data with 41,000+ compounds from the AIDS Antiviral Screen. Binary Classification. Given a drug SMILES string, predict its activity (active/inactive) in a high-throughput screening assay against a specified biological target. The drug is Cc1ccc(C(=O)NCc2ccccc2)cc1N=NN(C)C. The result is 0 (inactive).